Dataset: Reaction yield outcomes from USPTO patents with 853,638 reactions. Task: Predict the reaction yield, written as a fraction of the theoretical maximum amount of product (1.0 means a 100% yield; for example, 0.34 means a 34% yield). (1) The reactants are [Br:1][C:2]1[CH:10]=[CH:9][CH:8]=[C:7]2[C:3]=1[CH2:4][NH:5][CH2:6]2.Br[CH2:12][CH2:13][C:14]1[CH:19]=[CH:18][CH:17]=[C:16]([O:20][CH3:21])[CH:15]=1.C([O-])([O-])=O.[K+].[K+]. The catalyst is CN(C=O)C. The product is [Br:1][C:2]1[CH:10]=[CH:9][CH:8]=[C:7]2[C:3]=1[CH2:4][N:5]([CH2:12][CH2:13][C:14]1[CH:19]=[CH:18][CH:17]=[C:16]([O:20][CH3:21])[CH:15]=1)[CH2:6]2. The yield is 0.140. (2) The reactants are [Br:1][C:2]1[CH:20]=[CH:19][C:5]([O:6][CH2:7][CH:8]2[CH2:13][CH2:12][N:11]([CH2:14][CH:15](O)[CH2:16][CH3:17])[CH2:10][CH2:9]2)=[CH:4][CH:3]=1.COCCN(S(F)(F)[F:31])CCOC.C([O-])(O)=O.[Na+]. The catalyst is C(Cl)Cl. The product is [Br:1][C:2]1[CH:20]=[CH:19][C:5]([O:6][CH2:7][CH:8]2[CH2:13][CH2:12][N:11]([CH2:14][CH:15]([F:31])[CH2:16][CH3:17])[CH2:10][CH2:9]2)=[CH:4][CH:3]=1. The yield is 0.890.